Dataset: NCI-60 drug combinations with 297,098 pairs across 59 cell lines. Task: Regression. Given two drug SMILES strings and cell line genomic features, predict the synergy score measuring deviation from expected non-interaction effect. (1) Drug 1: C1=CC(=C2C(=C1NCCNCCO)C(=O)C3=C(C=CC(=C3C2=O)O)O)NCCNCCO. Drug 2: CNC(=O)C1=NC=CC(=C1)OC2=CC=C(C=C2)NC(=O)NC3=CC(=C(C=C3)Cl)C(F)(F)F. Cell line: SK-MEL-28. Synergy scores: CSS=40.0, Synergy_ZIP=-8.06, Synergy_Bliss=-0.650, Synergy_Loewe=-20.3, Synergy_HSA=0.329. (2) Drug 1: CN1CCC(CC1)COC2=C(C=C3C(=C2)N=CN=C3NC4=C(C=C(C=C4)Br)F)OC. Drug 2: CN(C)C1=NC(=NC(=N1)N(C)C)N(C)C. Cell line: OVCAR-4. Synergy scores: CSS=-2.27, Synergy_ZIP=-1.59, Synergy_Bliss=-6.59, Synergy_Loewe=-16.3, Synergy_HSA=-9.77. (3) Drug 1: C1CCC(C1)C(CC#N)N2C=C(C=N2)C3=C4C=CNC4=NC=N3. Drug 2: C(CN)CNCCSP(=O)(O)O. Cell line: HL-60(TB). Synergy scores: CSS=-21.1, Synergy_ZIP=5.06, Synergy_Bliss=-7.07, Synergy_Loewe=-18.8, Synergy_HSA=-18.6. (4) Drug 2: CC1C(C(CC(O1)OC2CC(OC(C2O)C)OC3=CC4=CC5=C(C(=O)C(C(C5)C(C(=O)C(C(C)O)O)OC)OC6CC(C(C(O6)C)O)OC7CC(C(C(O7)C)O)OC8CC(C(C(O8)C)O)(C)O)C(=C4C(=C3C)O)O)O)O. Drug 1: CCC1=CC2CC(C3=C(CN(C2)C1)C4=CC=CC=C4N3)(C5=C(C=C6C(=C5)C78CCN9C7C(C=CC9)(C(C(C8N6C)(C(=O)OC)O)OC(=O)C)CC)OC)C(=O)OC.C(C(C(=O)O)O)(C(=O)O)O. Synergy scores: CSS=47.7, Synergy_ZIP=-1.14, Synergy_Bliss=0.622, Synergy_Loewe=-0.767, Synergy_HSA=2.48. Cell line: UACC62. (5) Drug 1: CC1=C(C(CCC1)(C)C)C=CC(=CC=CC(=CC(=O)O)C)C. Drug 2: CC1=C2C(C(=O)C3(C(CC4C(C3C(C(C2(C)C)(CC1OC(=O)C(C(C5=CC=CC=C5)NC(=O)C6=CC=CC=C6)O)O)OC(=O)C7=CC=CC=C7)(CO4)OC(=O)C)O)C)OC(=O)C. Cell line: CAKI-1. Synergy scores: CSS=33.8, Synergy_ZIP=4.50, Synergy_Bliss=9.50, Synergy_Loewe=0.933, Synergy_HSA=9.46. (6) Cell line: NCIH23. Synergy scores: CSS=1.06, Synergy_ZIP=-0.420, Synergy_Bliss=1.31, Synergy_Loewe=-2.19, Synergy_HSA=-1.70. Drug 1: CN1C(=O)N2C=NC(=C2N=N1)C(=O)N. Drug 2: C(CN)CNCCSP(=O)(O)O. (7) Drug 1: C1=CC(=C2C(=C1NCCNCCO)C(=O)C3=C(C=CC(=C3C2=O)O)O)NCCNCCO. Drug 2: CC1=CC=C(C=C1)C2=CC(=NN2C3=CC=C(C=C3)S(=O)(=O)N)C(F)(F)F. Cell line: HCT-15. Synergy scores: CSS=62.1, Synergy_ZIP=4.53, Synergy_Bliss=3.71, Synergy_Loewe=-29.9, Synergy_HSA=5.32. (8) Synergy scores: CSS=-0.899, Synergy_ZIP=0.443, Synergy_Bliss=0.436, Synergy_Loewe=-1.33, Synergy_HSA=-1.20. Drug 1: CC1=C(C=C(C=C1)NC2=NC=CC(=N2)N(C)C3=CC4=NN(C(=C4C=C3)C)C)S(=O)(=O)N.Cl. Cell line: PC-3. Drug 2: C1CCC(C1)C(CC#N)N2C=C(C=N2)C3=C4C=CNC4=NC=N3. (9) Drug 1: CN1CCC(CC1)COC2=C(C=C3C(=C2)N=CN=C3NC4=C(C=C(C=C4)Br)F)OC. Drug 2: CC12CCC(CC1=CCC3C2CCC4(C3CC=C4C5=CN=CC=C5)C)O. Cell line: BT-549. Synergy scores: CSS=7.01, Synergy_ZIP=0.511, Synergy_Bliss=8.78, Synergy_Loewe=5.95, Synergy_HSA=6.32.